Dataset: Full USPTO retrosynthesis dataset with 1.9M reactions from patents (1976-2016). Task: Predict the reactants needed to synthesize the given product. (1) Given the product [Cl:27][C:20]1[CH:21]=[CH:22][CH:23]=[C:24]2[C:19]=1[C:13]1([CH2:18][CH2:17][O:16][CH2:15][CH2:14]1)[C:12]([OH:28])=[C:11]([C:9]([NH:8][CH2:7][C:6]([OH:29])=[O:5])=[O:10])[C:25]2=[O:26], predict the reactants needed to synthesize it. The reactants are: C([O:5][C:6](=[O:29])[CH2:7][NH:8][C:9]([C:11]1[C:25](=[O:26])[C:24]2[C:19](=[C:20]([Cl:27])[CH:21]=[CH:22][CH:23]=2)[C:13]2([CH2:18][CH2:17][O:16][CH2:15][CH2:14]2)[C:12]=1[OH:28])=[O:10])(C)(C)C. (2) Given the product [N:10]([CH2:2][C:3]1[N:4]=[C:5]([NH2:8])[S:6][CH:7]=1)=[N+:11]=[N-:12], predict the reactants needed to synthesize it. The reactants are: Cl[CH2:2][C:3]1[N:4]=[C:5]([NH2:8])[S:6][CH:7]=1.O.[N-:10]=[N+:11]=[N-:12].[Na+]. (3) Given the product [F:25][C:24]([F:27])([F:26])[S:21]([NH:16][C:15]1[CH:14]=[CH:13][C:12]([O:11][CH2:10][CH2:9][CH2:8][CH2:7][O:6][C:5]2[CH:4]=[CH:3][C:2]([NH:1][S:21]([C:24]([F:25])([F:26])[F:27])(=[O:22])=[O:23])=[CH:20][CH:19]=2)=[CH:18][CH:17]=1)(=[O:23])=[O:22], predict the reactants needed to synthesize it. The reactants are: [NH2:1][C:2]1[CH:20]=[CH:19][C:5]([O:6][CH2:7][CH2:8][CH2:9][CH2:10][O:11][C:12]2[CH:18]=[CH:17][C:15]([NH2:16])=[CH:14][CH:13]=2)=[CH:4][CH:3]=1.[S:21](O[S:21]([C:24]([F:27])([F:26])[F:25])(=[O:23])=[O:22])([C:24]([F:27])([F:26])[F:25])(=[O:23])=[O:22].C(=O)(O)[O-].[Na+].